This data is from Retrosynthesis with 50K atom-mapped reactions and 10 reaction types from USPTO. The task is: Predict the reactants needed to synthesize the given product. (1) The reactants are: Cc1c(-c2ccccc2)sc(NC(=O)OC(C)(C)C)c1C(=O)N1CCC(N2CCCC3(C2)CC(C)(C)OC3=O)CC1. Given the product Cc1c(-c2ccccc2)sc(N)c1C(=O)N1CCC(N2CCCC3(C2)CC(C)(C)OC3=O)CC1, predict the reactants needed to synthesize it. (2) The reactants are: CCCCCCCCCCNO.CCN(CC)C(=O)Cl. Given the product CCCCCCCCCCN(O)C(=O)N(CC)CC, predict the reactants needed to synthesize it. (3) Given the product N#Cc1cc(-c2ccc(CO)cc2)c2c(c1)cc1n2CCNC1=O, predict the reactants needed to synthesize it. The reactants are: N#Cc1cc(Br)c2c(c1)cc1n2CCNC1=O.OCc1ccc(B(O)O)cc1. (4) Given the product Cc1cc(-c2nn(C(c3ccccc3)(c3ccccc3)c3ccccc3)c3ccc(C(=O)O)cc23)ccn1, predict the reactants needed to synthesize it. The reactants are: CCOC(=O)c1ccc2c(c1)c(-c1ccnc(C)c1)nn2C(c1ccccc1)(c1ccccc1)c1ccccc1.